Dataset: Full USPTO retrosynthesis dataset with 1.9M reactions from patents (1976-2016). Task: Predict the reactants needed to synthesize the given product. (1) Given the product [Br:12][C:13]1[N:17]2[N:18]=[C:19]([N:22]3[CH2:23][CH2:24][N:25]([C:28](=[O:33])[C:29]([CH3:32])([CH3:31])[CH3:30])[CH2:26][CH2:27]3)[CH:20]=[CH:21][C:16]2=[N:15][CH:14]=1, predict the reactants needed to synthesize it. The reactants are: CCN(C(C)C)C(C)C.Cl.Cl.[Br:12][C:13]1[N:17]2[N:18]=[C:19]([N:22]3[CH2:27][CH2:26][NH:25][CH2:24][CH2:23]3)[CH:20]=[CH:21][C:16]2=[N:15][CH:14]=1.[C:28](Cl)(=[O:33])[C:29]([CH3:32])([CH3:31])[CH3:30]. (2) Given the product [Cl:19][C:16]1[CH:17]=[CH:18][C:13]([NH:12][C:4]2[N:3]=[C:2]([NH:21][NH2:22])[N:10]=[C:9]3[C:5]=2[N:6]=[CH:7][N:8]3[CH3:11])=[N:14][CH:15]=1, predict the reactants needed to synthesize it. The reactants are: Cl[C:2]1[N:10]=[C:9]2[C:5]([N:6]=[CH:7][N:8]2[CH3:11])=[C:4]([NH:12][C:13]2[CH:18]=[CH:17][C:16]([Cl:19])=[CH:15][N:14]=2)[N:3]=1.O.[NH2:21][NH2:22]. (3) Given the product [CH:52]1([C:43]2[CH:44]=[N:45][C:46]3[C:51]([C:42]=2[CH2:41][N:16]2[C:15](=[O:34])[C@@H:14]([NH:13][C:11](=[O:12])[C@@H:10]([N:2]([CH3:1])[C:3](=[O:9])[O:4][C:5]([CH3:6])([CH3:7])[CH3:8])[CH3:35])[C@H:20]([CH3:21])[N:19]([C:22]([CH:24]4[CH2:29][CH2:28][O:27][CH2:26][CH2:25]4)=[O:23])[C:18]4[CH:30]=[CH:31][CH:32]=[CH:33][C:17]2=4)=[CH:50][CH:49]=[CH:48][CH:47]=3)[CH2:54][CH2:53]1, predict the reactants needed to synthesize it. The reactants are: [CH3:1][N:2]([C@@H:10]([CH3:35])[C:11]([NH:13][C@H:14]1[C@H:20]([CH3:21])[N:19]([C:22]([CH:24]2[CH2:29][CH2:28][O:27][CH2:26][CH2:25]2)=[O:23])[C:18]2[CH:30]=[CH:31][CH:32]=[CH:33][C:17]=2[NH:16][C:15]1=[O:34])=[O:12])[C:3](=[O:9])[O:4][C:5]([CH3:8])([CH3:7])[CH3:6].CS(O[CH2:41][C:42]1[C:51]2[C:46](=[CH:47][CH:48]=[CH:49][CH:50]=2)[N:45]=[CH:44][C:43]=1[CH:52]1[CH2:54][CH2:53]1)(=O)=O.C(=O)([O-])[O-].[Cs+].[Cs+].[I-].[Na+]. (4) Given the product [Br:15][C:16]1[C:17]2[N:18]([N:22]=[C:23]([NH:12][C:10]3[CH:9]=[N:8][N:7]([CH2:6][O:5][CH2:4][CH2:3][Si:2]([CH3:14])([CH3:13])[CH3:1])[CH:11]=3)[N:24]=2)[CH:19]=[CH:20][CH:21]=1, predict the reactants needed to synthesize it. The reactants are: [CH3:1][Si:2]([CH3:14])([CH3:13])[CH2:3][CH2:4][O:5][CH2:6][N:7]1[CH:11]=[C:10]([NH2:12])[CH:9]=[N:8]1.[Br:15][C:16]1[C:17]2[N:18]([N:22]=[C:23](I)[N:24]=2)[CH:19]=[CH:20][CH:21]=1.CC1(C)C2C(=C(P(C3C=CC=CC=3)C3C=CC=CC=3)C=CC=2)OC2C(P(C3C=CC=CC=3)C3C=CC=CC=3)=CC=CC1=2.C([O-])([O-])=O.[Cs+].[Cs+].